From a dataset of Forward reaction prediction with 1.9M reactions from USPTO patents (1976-2016). Predict the product of the given reaction. (1) Given the reactants [C:1]1([CH2:7][CH2:8][CH:9]=[O:10])[CH:6]=[CH:5][CH:4]=[CH:3][CH:2]=1.[CH2:11](Br)[CH:12]=[CH2:13].CCCCCC.CCOCC, predict the reaction product. The product is: [C:1]1([CH2:7][CH2:8][CH:9]([OH:10])[CH2:13][CH:12]=[CH2:11])[CH:6]=[CH:5][CH:4]=[CH:3][CH:2]=1. (2) Given the reactants [C:1]1([CH:7]2[C:16]3[C:11]4=[C:12]([CH:18]([C:21]5[CH:26]=[CH:25][CH:24]=[CH:23][CH:22]=5)[CH2:19][CH2:20][N:10]4[CH2:9][CH2:8]2)[CH:13]=[C:14]([NH2:17])[CH:15]=3)[CH:6]=[CH:5][CH:4]=[CH:3][CH:2]=1.C(N(CC)CC)C.Cl[C:35]([O:37][CH3:38])=[O:36], predict the reaction product. The product is: [C:21]1([CH:18]2[C:12]3[C:11]4=[C:16]([CH:7]([C:1]5[CH:2]=[CH:3][CH:4]=[CH:5][CH:6]=5)[CH2:8][CH2:9][N:10]4[CH2:20][CH2:19]2)[CH:15]=[C:14]([NH:17][C:35](=[O:36])[O:37][CH3:38])[CH:13]=3)[CH:26]=[CH:25][CH:24]=[CH:23][CH:22]=1. (3) Given the reactants Cl.[F:2][CH2:3][C:4]([C:8]1[O:12][N:11]=[C:10]([NH:13][C:14](=[O:38])[NH:15][C:16]2[CH:21]=[CH:20][C:19]([NH:22][C:23](=[O:37])[C:24]3[CH:29]=[CH:28][C:27]([O:30][CH:31]4[CH2:36][CH2:35][NH:34][CH2:33][CH2:32]4)=[CH:26][N:25]=3)=[CH:18][CH:17]=2)[CH:9]=1)([CH3:7])[CH2:5][F:6].CCN(C(C)C)C(C)C.FC(F)(F)S(O[CH2:54][C:55]([F:58])([F:57])[F:56])(=O)=O, predict the reaction product. The product is: [F:2][CH2:3][C:4]([C:8]1[O:12][N:11]=[C:10]([NH:13][C:14](=[O:38])[NH:15][C:16]2[CH:17]=[CH:18][C:19]([NH:22][C:23](=[O:37])[C:24]3[CH:29]=[CH:28][C:27]([O:30][CH:31]4[CH2:32][CH2:33][N:34]([CH2:54][C:55]([F:58])([F:57])[F:56])[CH2:35][CH2:36]4)=[CH:26][N:25]=3)=[CH:20][CH:21]=2)[CH:9]=1)([CH3:7])[CH2:5][F:6]. (4) Given the reactants [NH2:1][C:2]1[CH:16]=[CH:15][C:5]([CH2:6][NH:7][C:8](=[O:14])[O:9][C:10]([CH3:13])([CH3:12])[CH3:11])=[CH:4][CH:3]=1.[C:17]([NH:25][C@@H:26]([C:32]1[CH:37]=[CH:36][CH:35]=[CH:34][CH:33]=1)[C@@H:27]([OH:31])[C:28](O)=[O:29])(=[O:24])[C:18]1[CH:23]=[CH:22][CH:21]=[CH:20][CH:19]=1.CCN(C(C)C)C(C)C.C1C=NC2N(O)N=NC=2C=1.C1CN([P+](Br)(N2CCCC2)N2CCCC2)CC1.F[P-](F)(F)(F)(F)F, predict the reaction product. The product is: [C:10]([O:9][C:8](=[O:14])[NH:7][CH2:6][C:5]1[CH:15]=[CH:16][C:2]([NH:1][C:28](=[O:29])[C@H:27]([OH:31])[C@@H:26]([NH:25][C:17](=[O:24])[C:18]2[CH:23]=[CH:22][CH:21]=[CH:20][CH:19]=2)[C:32]2[CH:33]=[CH:34][CH:35]=[CH:36][CH:37]=2)=[CH:3][CH:4]=1)([CH3:12])([CH3:13])[CH3:11].